Dataset: Forward reaction prediction with 1.9M reactions from USPTO patents (1976-2016). Task: Predict the product of the given reaction. (1) The product is: [CH2:23]([NH:22][C:20](=[O:21])[C@H:11]([CH2:10][C:9]([OH:27])=[O:8])[NH:12][C:13]([O:15][C:16]([CH3:17])([CH3:19])[CH3:18])=[O:14])[CH2:24][CH2:25][CH3:26]. Given the reactants C([O:8][C:9](=[O:27])[CH2:10][C@@H:11]([C:20]([NH:22][CH2:23][CH2:24][CH2:25][CH3:26])=[O:21])[NH:12][C:13]([O:15][C:16]([CH3:19])([CH3:18])[CH3:17])=[O:14])C1C=CC=CC=1.[H][H], predict the reaction product. (2) Given the reactants [Cl:1][C:2]1[CH:10]=[C:9]2[C:5]([C:6]([CH2:23][CH2:24][CH2:25][O:26][C:27]3[CH:32]=[C:31]([CH3:33])[C:30]([Cl:34])=[C:29]([CH3:35])[CH:28]=3)=[C:7]([C:11]([NH:13][S:14]([CH:17]3[CH2:22][CH2:21][NH:20][CH2:19][CH2:18]3)(=[O:16])=[O:15])=[O:12])[NH:8]2)=[CH:4][CH:3]=1.C(Cl)CCl.C1C=CC2N(O)N=NC=2C=1.[C:50](O)(=[O:59])[CH2:51][CH2:52][C:53]1[CH:58]=[CH:57][CH:56]=[CH:55][CH:54]=1, predict the reaction product. The product is: [Cl:1][C:2]1[CH:10]=[C:9]2[C:5]([C:6]([CH2:23][CH2:24][CH2:25][O:26][C:27]3[CH:32]=[C:31]([CH3:33])[C:30]([Cl:34])=[C:29]([CH3:35])[CH:28]=3)=[C:7]([C:11]([NH:13][S:14]([CH:17]3[CH2:18][CH2:19][N:20]([C:50](=[O:59])[CH2:51][CH2:52][C:53]4[CH:58]=[CH:57][CH:56]=[CH:55][CH:54]=4)[CH2:21][CH2:22]3)(=[O:15])=[O:16])=[O:12])[NH:8]2)=[CH:4][CH:3]=1. (3) Given the reactants CO[C:3]([C:5]1[C:10](=[O:11])[N:9]([CH2:12][C:13]2[CH:18]=[CH:17][C:16]([F:19])=[CH:15][CH:14]=2)[N:8]2[CH:20]=[C:21]([Cl:23])[CH:22]=[C:7]2[C:6]=1[OH:24])=[O:4].[NH2:25][C@H:26]([C:28]([OH:30])=[O:29])[CH3:27].C[O-].[Na+], predict the reaction product. The product is: [Cl:23][C:21]1[CH:22]=[C:7]2[C:6]([OH:24])=[C:5]([C:3]([NH:25][C@@H:26]([CH3:27])[C:28]([OH:30])=[O:29])=[O:4])[C:10](=[O:11])[N:9]([CH2:12][C:13]3[CH:14]=[CH:15][C:16]([F:19])=[CH:17][CH:18]=3)[N:8]2[CH:20]=1. (4) Given the reactants C1(C=CC(C2C=CC=CC=2)=O)C=CC=CC=1.[CH3:17][O:18][C:19]1[CH:24]=[CH:23][C:22]([CH:25]=[CH:26][C:27]([C:29]2[CH:34]=[CH:33][CH:32]=[CH:31][CH:30]=2)=O)=[CH:21][CH:20]=1.Cl.[NH:36]([C:38]1[CH:43]=[CH:42][C:41]([S:44]([NH2:47])(=[O:46])=[O:45])=[CH:40][CH:39]=1)[NH2:37].CC(O)=O, predict the reaction product. The product is: [CH3:17][O:18][C:19]1[CH:24]=[CH:23][C:22]([CH:25]2[N:36]([C:38]3[CH:43]=[CH:42][C:41]([S:44]([NH2:47])(=[O:45])=[O:46])=[CH:40][CH:39]=3)[N:37]=[C:27]([C:29]3[CH:34]=[CH:33][CH:32]=[CH:31][CH:30]=3)[CH2:26]2)=[CH:21][CH:20]=1. (5) Given the reactants [NH2:1][C:2](=O)[C:3]([CH3:45])([O:5][C:6]1[CH:7]=[C:8]([C@@:13]([NH:32][C:33](=[O:44])[C:34]2[CH:39]=[CH:38][CH:37]=[C:36]([C:40]([F:43])([F:42])[F:41])[CH:35]=2)([C:21]2[CH:26]=[C:25]([C:27]([F:30])([F:29])[F:28])[CH:24]=[C:23]([F:31])[CH:22]=2)[CH2:14][C:15]2[CH:20]=[CH:19][CH:18]=[CH:17][CH:16]=2)[CH:9]=[CH:10][C:11]=1[F:12])[CH3:4], predict the reaction product. The product is: [C:2]([C:3]([O:5][C:6]1[CH:7]=[C:8]([C@@:13]([NH:32][C:33](=[O:44])[C:34]2[CH:39]=[CH:38][CH:37]=[C:36]([C:40]([F:42])([F:43])[F:41])[CH:35]=2)([C:21]2[CH:26]=[C:25]([C:27]([F:29])([F:30])[F:28])[CH:24]=[C:23]([F:31])[CH:22]=2)[CH2:14][C:15]2[CH:20]=[CH:19][CH:18]=[CH:17][CH:16]=2)[CH:9]=[CH:10][C:11]=1[F:12])([CH3:45])[CH3:4])#[N:1]. (6) Given the reactants [CH3:1]CCC[N+](CCCC)(CCCC)CCCC.[F-].[Br:19][C:20]1[CH:21]=[C:22]([CH:27]([C:33]#[N:34])[C:28]([O:30][CH2:31][CH3:32])=[O:29])[CH:23]=[C:24]([Cl:26])[CH:25]=1.IC.[Cl-].[NH4+], predict the reaction product. The product is: [Br:19][C:20]1[CH:21]=[C:22]([C:27]([C:33]#[N:34])([CH3:1])[C:28]([O:30][CH2:31][CH3:32])=[O:29])[CH:23]=[C:24]([Cl:26])[CH:25]=1. (7) Given the reactants [S:1]1[CH:5]=[CH:4][C:3]([CH2:6][C:7]([OH:9])=O)=[CH:2]1.C(Cl)(=O)C(Cl)=O.[NH2:16][C:17](=[N:23]O)[C:18]([O:20][CH2:21][CH3:22])=[O:19].C(N(CC)C(C)C)(C)C, predict the reaction product. The product is: [S:1]1[CH:5]=[CH:4][C:3]([CH2:6][C:7]2[O:9][N:23]=[C:17]([C:18]([O:20][CH2:21][CH3:22])=[O:19])[N:16]=2)=[CH:2]1.